From a dataset of Peptide-MHC class II binding affinity with 134,281 pairs from IEDB. Regression. Given a peptide amino acid sequence and an MHC pseudo amino acid sequence, predict their binding affinity value. This is MHC class II binding data. (1) The peptide sequence is GELQIVDGIDAAFKI. The MHC is DRB3_0101 with pseudo-sequence DRB3_0101. The binding affinity (normalized) is 0.803. (2) The peptide sequence is PQNLEEILMHCQTTLKYAIK. The MHC is DRB1_0403 with pseudo-sequence DRB1_0403. The binding affinity (normalized) is 0.216. (3) The peptide sequence is GERSLTTLLRALGAQ. The MHC is DRB1_1101 with pseudo-sequence DRB1_1101. The binding affinity (normalized) is 0.991. (4) The peptide sequence is QWAQDLTLPWQSGSG. The MHC is HLA-DQA10201-DQB10301 with pseudo-sequence HLA-DQA10201-DQB10301. The binding affinity (normalized) is 0. (5) The peptide sequence is PEVKYTVFETALKKAITAMS. The MHC is HLA-DPA10201-DPB10101 with pseudo-sequence HLA-DPA10201-DPB10101. The binding affinity (normalized) is 0.665. (6) The peptide sequence is IEKVDAAFKVAATAANAAPA. The MHC is HLA-DPA10201-DPB10501 with pseudo-sequence HLA-DPA10201-DPB10501. The binding affinity (normalized) is 0.756. (7) The peptide sequence is IRYPLTFGWCFKLVPVDPREVEEA. The MHC is HLA-DQA10301-DQB10302 with pseudo-sequence HLA-DQA10301-DQB10302. The binding affinity (normalized) is 0. (8) The peptide sequence is GELTIVDKIDAAFKI. The MHC is DRB1_1201 with pseudo-sequence DRB1_1201. The binding affinity (normalized) is 0.549. (9) The MHC is DRB5_0101 with pseudo-sequence DRB5_0101. The binding affinity (normalized) is 0.606. The peptide sequence is GARSLTTLLRALGAQ.